The task is: Predict which catalyst facilitates the given reaction.. This data is from Catalyst prediction with 721,799 reactions and 888 catalyst types from USPTO. Reactant: [F:1][C:2]1[CH:11]=[CH:10][C:9]([F:12])=[C:8]2[C:3]=1[C:4](=[O:18])[C:5]([C:13]([O:15]CC)=[O:14])=[CH:6][NH:7]2.[I-].[K+].C(=O)([O-])[O-].[K+].[K+].Cl[CH2:28][C:29]1[CH:34]=[CH:33][C:32]([O:35][CH3:36])=[CH:31][CH:30]=1. Product: [F:1][C:2]1[CH:11]=[CH:10][C:9]([F:12])=[C:8]2[C:3]=1[C:4](=[O:18])[C:5]([C:13]([OH:15])=[O:14])=[CH:6][N:7]2[CH2:28][C:29]1[CH:34]=[CH:33][C:32]([O:35][CH3:36])=[CH:31][CH:30]=1. The catalyst class is: 384.